From a dataset of NCI-60 drug combinations with 297,098 pairs across 59 cell lines. Regression. Given two drug SMILES strings and cell line genomic features, predict the synergy score measuring deviation from expected non-interaction effect. (1) Synergy scores: CSS=52.7, Synergy_ZIP=-3.62, Synergy_Bliss=-8.43, Synergy_Loewe=-9.36, Synergy_HSA=-5.50. Drug 2: CCC1(C2=C(COC1=O)C(=O)N3CC4=CC5=C(C=CC(=C5CN(C)C)O)N=C4C3=C2)O.Cl. Cell line: HCC-2998. Drug 1: CC1=C2C(C(=O)C3(C(CC4C(C3C(C(C2(C)C)(CC1OC(=O)C(C(C5=CC=CC=C5)NC(=O)C6=CC=CC=C6)O)O)OC(=O)C7=CC=CC=C7)(CO4)OC(=O)C)O)C)OC(=O)C. (2) Drug 2: C1=NC2=C(N=C(N=C2N1C3C(C(C(O3)CO)O)F)Cl)N. Synergy scores: CSS=39.8, Synergy_ZIP=-6.75, Synergy_Bliss=-9.59, Synergy_Loewe=-19.6, Synergy_HSA=-6.23. Drug 1: CC12CCC3C(C1CCC2=O)CC(=C)C4=CC(=O)C=CC34C. Cell line: CAKI-1. (3) Drug 1: CNC(=O)C1=CC=CC=C1SC2=CC3=C(C=C2)C(=NN3)C=CC4=CC=CC=N4. Drug 2: COC1=NC(=NC2=C1N=CN2C3C(C(C(O3)CO)O)O)N. Cell line: UO-31. Synergy scores: CSS=-2.23, Synergy_ZIP=-0.238, Synergy_Bliss=-2.81, Synergy_Loewe=-2.45, Synergy_HSA=-2.78.